The task is: Predict which catalyst facilitates the given reaction.. This data is from Catalyst prediction with 721,799 reactions and 888 catalyst types from USPTO. Reactant: [O-]C#[N:3].[Na+].N1C=CC=CC=1.[CH3:11][C:12]1[CH:13]=[C:14]([S:18](Cl)(=[O:20])=[O:19])[CH:15]=[CH:16][CH:17]=1.C([O:26][C:27]([NH:29][CH2:30][CH2:31][CH2:32][CH2:33][CH2:34][CH2:35][NH2:36])=O)(C)(C)C. Product: [NH2:36][CH2:35][CH2:34][CH2:33][CH2:32][CH2:31][CH2:30][NH:29][C:27]([NH:3][S:18]([C:14]1[CH:15]=[CH:16][CH:17]=[C:12]([CH3:11])[CH:13]=1)(=[O:20])=[O:19])=[O:26]. The catalyst class is: 10.